Dataset: Reaction yield outcomes from USPTO patents with 853,638 reactions. Task: Predict the reaction yield, written as a fraction of the theoretical maximum amount of product (1.0 means a 100% yield; for example, 0.34 means a 34% yield). (1) The catalyst is O1CCCC1.O. The reactants are [CH3:1][O:2][C:3]1[C:8]([CH3:9])=[C:7]([CH3:10])[CH:6]=[C:5]([CH3:11])[C:4]=1Br.C([Li])CCC.CCCCCC.[CH2:24]([N:31]1[CH2:36][CH2:35][CH:34]([C:37](=[O:47])[C:38]2[CH:43]=[CH:42][C:41]([CH:44]([CH3:46])[CH3:45])=[CH:40][CH:39]=2)[CH2:33][CH2:32]1)[C:25]1[CH:30]=[CH:29][CH:28]=[CH:27][CH:26]=1. The yield is 0.790. The product is [CH2:24]([N:31]1[CH2:32][CH2:33][CH:34]([C:37]([C:38]2[CH:39]=[CH:40][C:41]([CH:44]([CH3:46])[CH3:45])=[CH:42][CH:43]=2)([C:4]2[C:5]([CH3:11])=[CH:6][C:7]([CH3:10])=[C:8]([CH3:9])[C:3]=2[O:2][CH3:1])[OH:47])[CH2:35][CH2:36]1)[C:25]1[CH:26]=[CH:27][CH:28]=[CH:29][CH:30]=1. (2) The reactants are [OH:1][CH2:2][CH:3]([N:5]1[C:9]2=[N:10][CH:11]=[CH:12][CH:13]=[C:8]2[C:7]([C:14]([O:16][C:17]([CH3:20])([CH3:19])[CH3:18])=[O:15])=[C:6]1[CH3:21])[CH3:4]. The catalyst is C(Cl)Cl. The product is [CH3:21][C:6]1[N:5]([CH:3]([CH3:4])[CH:2]=[O:1])[C:9]2=[N:10][CH:11]=[CH:12][CH:13]=[C:8]2[C:7]=1[C:14]([O:16][C:17]([CH3:18])([CH3:20])[CH3:19])=[O:15]. The yield is 0.530.